Dataset: Forward reaction prediction with 1.9M reactions from USPTO patents (1976-2016). Task: Predict the product of the given reaction. (1) Given the reactants [OH:1][CH:2]([CH3:20])[CH2:3][N:4]([CH2:16][CH:17]([OH:19])[CH3:18])[CH2:5][CH2:6][N:7]([CH2:12][CH:13]([OH:15])C)[CH2:8][CH:9]([OH:11])[CH3:10].OCCN(CCO)CCN(CCO)CCO, predict the reaction product. The product is: [OH:15][CH2:13][CH2:12][N:7]([CH2:8][CH:9]([OH:11])[CH3:10])[CH2:6][CH2:5][N:4]([CH2:16][CH:17]([OH:19])[CH3:18])[CH2:3][CH:2]([OH:1])[CH3:20]. (2) Given the reactants Br[C:2]1[CH:3]=[C:4]([NH:9][S:10]([C:13]2[C:18]([CH3:19])=[CH:17][CH:16]=[CH:15][C:14]=2[Cl:20])(=[O:12])=[O:11])[C:5]([Cl:8])=[N:6][CH:7]=1.[CH3:21][NH:22][C:23]1[S:24][C:25]2[CH:31]=[C:30](B3OC(C)(C)C(C)(C)O3)[CH:29]=[CH:28][C:26]=2[N:27]=1.C(=O)([O-])[O-].[K+].[K+].O, predict the reaction product. The product is: [Cl:20][C:14]1[CH:15]=[CH:16][CH:17]=[C:18]([CH3:19])[C:13]=1[S:10]([NH:9][C:4]1[C:5]([Cl:8])=[N:6][CH:7]=[C:2]([C:30]2[CH:29]=[CH:28][C:26]3[N:27]=[C:23]([NH:22][CH3:21])[S:24][C:25]=3[CH:31]=2)[CH:3]=1)(=[O:12])=[O:11]. (3) Given the reactants [Cl:1][C:2]1[CH:7]=[CH:6][CH:5]=[C:4]([F:8])[C:3]=1[C:9]1[NH:13][C:12]([C:14]2[N:19]=[C:18]3[N:20]([CH2:24][C:25]([CH3:28])([CH3:27])[CH3:26])[C:21]([NH2:23])=[N:22][C:17]3=[CH:16][CH:15]=2)=[C:11]([C:29]2[CH:34]=[CH:33][CH:32]=[CH:31][CH:30]=2)[N:10]=1.[CH3:35][S:36]([OH:39])(=[O:38])=[O:37], predict the reaction product. The product is: [CH3:35][S:36]([OH:39])(=[O:38])=[O:37].[Cl:1][C:2]1[CH:7]=[CH:6][CH:5]=[C:4]([F:8])[C:3]=1[C:9]1[NH:13][C:12]([C:14]2[N:19]=[C:18]3[N:20]([CH2:24][C:25]([CH3:26])([CH3:27])[CH3:28])[C:21]([NH2:23])=[N:22][C:17]3=[CH:16][CH:15]=2)=[C:11]([C:29]2[CH:34]=[CH:33][CH:32]=[CH:31][CH:30]=2)[N:10]=1. (4) Given the reactants O.[CH2:2]([C:4]([CH2:13][CH2:14][C:15](=[O:17])[CH3:16])([C:9]([O:11]C)=[O:10])[C:5]([O:7][CH3:8])=[O:6])[CH3:3].[OH-].[Na+].Cl, predict the reaction product. The product is: [CH2:2]([C@@:4]([C:5]([O:7][CH3:8])=[O:6])([CH2:13][CH2:14][C:15](=[O:17])[CH3:16])[C:9]([OH:11])=[O:10])[CH3:3].